This data is from Experimentally validated miRNA-target interactions with 360,000+ pairs, plus equal number of negative samples. The task is: Binary Classification. Given a miRNA mature sequence and a target amino acid sequence, predict their likelihood of interaction. (1) The miRNA is mmu-miR-190a-5p with sequence UGAUAUGUUUGAUAUAUUAGGU. The protein sequence of the target gene is MDDLKYGVYPLKEASGCPGAERNLLVYSYFEKETLTFRDVAIEFSLEEWECLNPAQQNLYMNVMLENYKNLVFLGVAVSKQDPVTCLEQEKEPWNMKRHEMVDEPPAMCSYFTKDLWPEQDIKDSFQQVILRRYGKCEHENLQLRKGSASVDEYKVHKEGYNELNQCLTTTQSKIFPCDKYVKVFHKFLNANRHKTRHTGKKPFKCKKCGKSFCMLLHLSQHKRIHIRENSYQCEECGKAFKWFSTLTRHKRIHTGEKPFKCEECGKAFKQSSTLTTHKIIHTGEKPYRCEECGKAFNRS.... Result: 0 (no interaction). (2) The miRNA is rno-miR-542-3p with sequence UGUGACAGAUUGAUAACUGAAA. The protein sequence of the target gene is MPKRKVTFQGVGDEEDEDEIIVPKKKLVDPVAGSGGPGSRFKGKHSLDSDEEEDDDDGGSSKYDILASEDVEGQEAATLPSEGGVRITPFNLQEEMEEGHFDADGNYFLNRDAQIRDSWLDNIDWVKIRERPPGQRQASDSEEEDSLGQTSMSAQALLEGLLELLLPRETVAGALRRLGARGGGKGRKGPGQPSSPQRLDRLSGLADQMVARGNLGVYQETRERLAMRLKGLGCQTLGPHNPTPPPSLDMFAEELAEEELETPTPTQRGEAESRGDGLVDVMWEYKWENTGDAELYGPFT.... Result: 0 (no interaction). (3) The miRNA is hsa-miR-6769b-3p with sequence CCCUCUCUGUCCCACCCAUAG. The protein sequence of the target gene is MAAASSSDSDSGRAESNEANSKWLDAHYDPMANIHTFSSCLSLADLHGDGEYKLVVGDLGPGGQQPRLKVLKGPTVLTESPLPALPASAATFLMDQHEPRTPALALASGPCVYVYKNLRPYFKFSLPQLPPNPLEQDVWNQAKEDQIDPLTLKEMLEDIREKADVPLSVQSLRFLQLELSEMEAFVNQHKSKVIKRQTVITTMTTLKKNLADEDAASCLVLGTESKELLVLDPEAFTILAKMSLPSVPVFLEVSGQFDVEFRLTAACRNGSIYILRRDSKHPKYCIELSAQPVGLVRVHK.... Result: 0 (no interaction). (4) The miRNA is hsa-miR-6803-3p with sequence UCCCUCGCCUUCUCACCCUCAG. The protein sequence of the target gene is MDARGGGGRPGESPGATPAPGPPPPPPPAPPQQQPPPPPPPAPPPGPGPAPPQHPPRAEALPPEAADEGGPRGRLRSRDSSCGRPGTPGAASTAKGSPNGECGRGEPQCSPAGPEGPARGPKVSFSCRGAASGPAPGPGPAEEAGSEEAGPAGEPRGSQASFMQRQFGALLQPGVNKFSLRMFGSQKAVEREQERVKSAGAWIIHPYSDFRFYWDFTMLLFMVGNLIIIPVGITFFKDETTAPWIVFNVVSDTFFLMDLVLNFRTGIVIEDNTEIILDPEKIKKKYLRTWFVVDFVSSIP.... Result: 1 (interaction). (5) The miRNA is hsa-miR-2681-5p with sequence GUUUUACCACCUCCAGGAGACU. The protein sequence of the target gene is MASRRKSTTPCMVLASEQDPDLELISDLDEGPPVLTPVENTRAESISSDEEVHESVDSDNQQNKKVEGGYECKYCTFQTPDLNMFTFHVDSEHPNVVLNSSYVCVECNFLTKRYDALSEHNLKYHPGEENFKLTMVKRNNQTIFEQTINDLTFDGSFVKEENAEQAESTEVSSSGISISKTPIMKMMKNKVENKRIAVHHNSVEDVPEEKENEIKPDREEIVENPSSSASESNTSTSIVNRIHPSTASTVVTPAAVLPGLAQVITAVSAQQNSNLIPKVLIPVNSIPTYNAALDNNPLLL.... Result: 1 (interaction). (6) The miRNA is mmu-miR-26b-3p with sequence CCUGUUCUCCAUUACUUGGCUC. The protein sequence of the target gene is MATPGSEPQPFVPALSVATLHPLHHPHHHHHHHQHHGGTGAPGGAGGGGGGSGGFNLPLNRGLERALEEAANSGGLNLSARKLKEFPRTAAPGHDLSDTVQADLSKNRLVEVPMELCHFVSLEILNLYHNCIRVIPEAIVNLQMLTYLNLSRNQLSALPACLCGLPLKVLIASNNKLGSLPEEIGQLKQLMELDVSCNEITALPQQIGQLKSLRELNVRRNYLKVLPQELVDLSLVKFDFSCNKVLVIPICFREMKQLQVLLLENNPLQSPPAQICTKGKVHIFKYLSIQACQIKTADSL.... Result: 0 (no interaction).